Dataset: Full USPTO retrosynthesis dataset with 1.9M reactions from patents (1976-2016). Task: Predict the reactants needed to synthesize the given product. (1) Given the product [CH3:13][O:14][C:15]1[CH:20]=[CH:19][C:18]([C:21]2[NH:12][C:11]3[N:10]([N:9]=[CH:8][C:7]=3[C:3]3[CH:2]=[N:1][CH:6]=[CH:5][CH:4]=3)[C:23](=[O:24])[CH:22]=2)=[CH:17][CH:16]=1, predict the reactants needed to synthesize it. The reactants are: [N:1]1[CH:6]=[CH:5][CH:4]=[C:3]([C:7]2[CH:8]=[N:9][NH:10][C:11]=2[NH2:12])[CH:2]=1.[CH3:13][O:14][C:15]1[CH:20]=[CH:19][C:18]([C:21](=O)[CH2:22][C:23](OC)=[O:24])=[CH:17][CH:16]=1. (2) Given the product [Cl:1][C:2]1[CH:7]=[CH:6][C:5]([CH:8]([C@@H:14]([CH3:19])[C:15]([F:16])([F:17])[F:18])[C:9]([OH:11])=[O:10])=[C:4]([CH3:20])[CH:3]=1, predict the reactants needed to synthesize it. The reactants are: [Cl:1][C:2]1[CH:7]=[CH:6][C:5]([CH:8]([C@@H:14]([CH3:19])[C:15]([F:18])([F:17])[F:16])[C:9]([O:11]CC)=[O:10])=[C:4]([CH3:20])[CH:3]=1.Cl.